From a dataset of Forward reaction prediction with 1.9M reactions from USPTO patents (1976-2016). Predict the product of the given reaction. (1) The product is: [CH:8]1([NH:11][C:12]([C:14]2[CH:15]=[CH:16][C:17]([CH3:33])=[C:18]([NH:20][C:21](=[O:32])[C:22]3[CH:27]=[C:26]([N:5]4[CH2:6][CH2:7][CH:2]([OH:1])[CH2:3][CH2:4]4)[CH:25]=[CH:24][C:23]=3[N+:29]([O-:31])=[O:30])[CH:19]=2)=[O:13])[CH2:10][CH2:9]1. Given the reactants [OH:1][CH:2]1[CH2:7][CH2:6][NH:5][CH2:4][CH2:3]1.[CH:8]1([NH:11][C:12]([C:14]2[CH:15]=[CH:16][C:17]([CH3:33])=[C:18]([NH:20][C:21](=[O:32])[C:22]3[CH:27]=[C:26](F)[CH:25]=[CH:24][C:23]=3[N+:29]([O-:31])=[O:30])[CH:19]=2)=[O:13])[CH2:10][CH2:9]1, predict the reaction product. (2) Given the reactants C([Li])CCC.Br[C:7]1[CH:12]=[CH:11][C:10]([C:13]#[C:14][Si:15]([CH3:18])([CH3:17])[CH3:16])=[CH:9][CH:8]=1.[CH2:19]([Si:22](Cl)([CH3:24])[CH3:23])[CH:20]=[CH2:21].[Cl-].[NH4+], predict the reaction product. The product is: [CH2:19]([Si:22]([CH3:24])([CH3:23])[C:7]1[CH:12]=[CH:11][C:10]([C:13]#[C:14][Si:15]([CH3:18])([CH3:17])[CH3:16])=[CH:9][CH:8]=1)[CH:20]=[CH2:21]. (3) Given the reactants [CH3:1][O:2][C:3]([C@@H:5]([N:13]1[CH2:21][C:17]2[CH:18]=[CH:19][S:20][C:16]=2[CH2:15][CH2:14]1)[C:6]1[CH:7]=[CH:8][CH:9]=[CH:10][C:11]=1[Cl:12])=[O:4].[BrH:22], predict the reaction product. The product is: [CH3:1][O:2][C:3]([C@@H:5]([N:13]1[CH2:21][C:17]2[CH:18]=[CH:19][S:20][C:16]=2[CH2:15][CH2:14]1)[C:6]1[C:11]([Cl:12])=[CH:10][CH:9]=[CH:8][CH:7]=1)=[O:4].[BrH:22]. (4) Given the reactants C([O:5][C:6](=O)[N:7]([CH2:9][C:10]1[CH:15]=[CH:14][C:13]([C:16]2[C:17]3[CH:24]=[C:23]([C:25]4[CH:26]=[N:27][N:28]([CH3:30])[CH:29]=4)[NH:22][C:18]=3[N:19]=[CH:20][N:21]=2)=[CH:12][C:11]=1[F:31])[CH3:8])(C)(C)C.C(O)(C(F)(F)F)=O.C[C:41]1[S:45][C:44]([C:46](O)=O)=[CH:43][CH:42]=1.CCN(C(C)C)C(C)C.CN(C(ON1N=NC2C=CC=NC1=2)=[N+](C)C)C.F[P-](F)(F)(F)(F)F, predict the reaction product. The product is: [F:31][C:11]1[CH:12]=[C:13]([C:16]2[C:17]3[CH:24]=[C:23]([C:25]4[CH:26]=[N:27][N:28]([CH3:30])[CH:29]=4)[NH:22][C:18]=3[N:19]=[CH:20][N:21]=2)[CH:14]=[CH:15][C:10]=1[CH2:9][N:7]([CH3:8])[C:6]([C:41]1[S:45][C:44]([CH3:46])=[CH:43][CH:42]=1)=[O:5]. (5) Given the reactants [NH:1]1[CH:5]=[C:4]([C:6]2[C:7]3[CH:14]=[CH:13][N:12]([CH2:15][O:16][CH2:17][CH2:18][Si:19]([CH3:22])([CH3:21])[CH3:20])[C:8]=3[N:9]=[CH:10][N:11]=2)[CH:3]=[N:2]1.C(#N)C.[C:26]([CH:28]=[C:29]1[CH2:32][CH:31]([C:33]([O:35][CH3:36])=[O:34])[CH2:30]1)#[N:27].N12CCCN=C1CCCCC2, predict the reaction product. The product is: [C:26]([CH2:28][C:29]1([N:1]2[CH:5]=[C:4]([C:6]3[C:7]4[CH:14]=[CH:13][N:12]([CH2:15][O:16][CH2:17][CH2:18][Si:19]([CH3:22])([CH3:21])[CH3:20])[C:8]=4[N:9]=[CH:10][N:11]=3)[CH:3]=[N:2]2)[CH2:32][CH:31]([C:33]([O:35][CH3:36])=[O:34])[CH2:30]1)#[N:27]. (6) Given the reactants O.[OH-].[Li+].C[O:5][C:6](=[O:34])[CH2:7][C:8]1[C:17]([CH3:18])=[C:16]([C:19]2[CH:24]=[CH:23][C:22]([S:25]([N:28]3[CH2:32][CH2:31][CH2:30][CH2:29]3)(=[O:27])=[O:26])=[CH:21][CH:20]=2)[C:15]2[C:10](=[CH:11][CH:12]=[C:13]([Cl:33])[CH:14]=2)[CH:9]=1.C1COCC1.O, predict the reaction product. The product is: [Cl:33][C:13]1[CH:14]=[C:15]2[C:10](=[CH:11][CH:12]=1)[CH:9]=[C:8]([CH2:7][C:6]([OH:34])=[O:5])[C:17]([CH3:18])=[C:16]2[C:19]1[CH:20]=[CH:21][C:22]([S:25]([N:28]2[CH2:32][CH2:31][CH2:30][CH2:29]2)(=[O:26])=[O:27])=[CH:23][CH:24]=1.